This data is from Reaction yield outcomes from USPTO patents with 853,638 reactions. The task is: Predict the reaction yield, written as a fraction of the theoretical maximum amount of product (1.0 means a 100% yield; for example, 0.34 means a 34% yield). (1) The reactants are Cl.[NH2:2][CH2:3][CH2:4][O:5][N:6]1[C:14](=[O:15])[C:13]2[C:8](=[CH:9][CH:10]=[CH:11][CH:12]=2)[C:7]1=[O:16].Cl[C:18]([NH:20][C:21](=[O:27])[O:22][C:23]([CH3:26])([CH3:25])[CH3:24])=[O:19].C(N(CC)CC)C. The catalyst is C(Cl)Cl. The product is [O:15]=[C:14]1[C:13]2[C:8](=[CH:9][CH:10]=[CH:11][CH:12]=2)[C:7](=[O:16])[N:6]1[O:5][CH2:4][CH2:3][NH:2][C:18]([NH:20][C:21](=[O:27])[O:22][C:23]([CH3:26])([CH3:25])[CH3:24])=[O:19]. The yield is 0.960. (2) The reactants are [C:1]([C:5]1[CH:11]=[CH:10][C:9]([N+:12]([O-:14])=[O:13])=[CH:8][C:6]=1N)([CH3:4])([CH3:3])[CH3:2].N([O-])=[O:16].[Na+].NC(N)=O.OS(O)(=O)=O.O. The catalyst is OS(O)(=O)=O.O. The product is [C:1]([C:5]1[CH:11]=[CH:10][C:9]([N+:12]([O-:14])=[O:13])=[CH:8][C:6]=1[OH:16])([CH3:4])([CH3:3])[CH3:2]. The yield is 0.620. (3) The reactants are [CH2:1]([N:3]1[C:11]2[C:6](=[CH:7][CH:8]=[C:9]([O:12][CH3:13])[CH:10]=2)[C:5]([C:14]#[N:15])=[C:4]1[C:16]1[CH:21]=[CH:20][C:19]([N+:22]([O-:24])=[O:23])=[CH:18][CH:17]=1)[CH3:2].[C:25](Cl)(=[O:27])[CH3:26].[Al+3].[Cl-].[Cl-].[Cl-]. The catalyst is ClCCCl. The product is [C:25]([C:8]1[CH:7]=[C:6]2[C:11](=[CH:10][C:9]=1[O:12][CH3:13])[N:3]([CH2:1][CH3:2])[C:4]([C:16]1[CH:17]=[CH:18][C:19]([N+:22]([O-:24])=[O:23])=[CH:20][CH:21]=1)=[C:5]2[C:14]#[N:15])(=[O:27])[CH3:26]. The yield is 0.290. (4) The reactants are [Br-].[CH3:2][C:3]1[CH:4]=[C:5]([S+:24]2[C:28]3[CH:29]=[CH:30][CH:31]=[CH:32][C:27]=3[C:26]3[CH:33]=[CH:34][CH:35]=[CH:36][C:25]2=3)[CH:6]=[C:7]([CH3:23])[C:8]=1[O:9][CH2:10][C:11](=[O:22])[O:12][C:13]([C:16]1[CH:21]=[CH:20][CH:19]=[CH:18][CH:17]=1)([CH3:15])[CH3:14].[OH:37][C:38]12[CH2:47][CH:42]3[CH2:43][CH:44]([CH2:46][CH:40]([CH2:41]3)[CH2:39]1)[CH2:45]2.[Na].[C:49]([O:52][CH:53]([CH3:64])[C:54]([F:63])([F:62])[C:55]([F:61])([F:60])[S:56]([O-:59])(=[O:58])=[O:57])(=[O:51])[CH3:50].O. The catalyst is ClCCl. The product is [OH:37][C:38]12[CH2:39][CH:40]3[CH2:46][CH:44]([CH2:43][C:42]([CH2:50][C:49]([O:52][CH:53]([CH3:64])[C:54]([F:63])([F:62])[C:55]([F:61])([F:60])[S:56]([O-:59])(=[O:58])=[O:57])=[O:51])([CH2:41]3)[CH2:47]1)[CH2:45]2.[CH3:23][C:7]1[CH:6]=[C:5]([S+:24]2[C:28]3[CH:29]=[CH:30][CH:31]=[CH:32][C:27]=3[C:26]3[CH:33]=[CH:34][CH:35]=[CH:36][C:25]2=3)[CH:4]=[C:3]([CH3:2])[C:8]=1[O:9][CH2:10][C:11](=[O:22])[O:12][C:13]([C:16]1[CH:17]=[CH:18][CH:19]=[CH:20][CH:21]=1)([CH3:15])[CH3:14]. The yield is 0.860. (5) The reactants are [CH2:1]([O:3][C:4]1[CH:5]=[C:6]([CH:12]([N:17]2[C:21](=[O:22])[C:20]3=[CH:23][C:24]([N+:27]([O-:29])=[O:28])=[CH:25][CH:26]=[C:19]3[C:18]2=[O:30])[CH2:13][C:14]([OH:16])=O)[CH:7]=[CH:8][C:9]=1[O:10][CH3:11])[CH3:2].C(N1C=CN=C1)(N1C=CN=C1)=O.Cl.[CH2:44]([O:51][NH2:52])[C:45]1[CH:50]=[CH:49][CH:48]=[CH:47][CH:46]=1. The catalyst is O1CCCC1. The product is [CH2:44]([O:51][NH:52][C:14](=[O:16])[CH2:13][CH:12]([C:6]1[CH:7]=[CH:8][C:9]([O:10][CH3:11])=[C:4]([O:3][CH2:1][CH3:2])[CH:5]=1)[N:17]1[C:21](=[O:22])[C:20]2=[CH:23][C:24]([N+:27]([O-:29])=[O:28])=[CH:25][CH:26]=[C:19]2[C:18]1=[O:30])[C:45]1[CH:50]=[CH:49][CH:48]=[CH:47][CH:46]=1. The yield is 0.590.